From a dataset of Peptide-MHC class I binding affinity with 185,985 pairs from IEDB/IMGT. Regression. Given a peptide amino acid sequence and an MHC pseudo amino acid sequence, predict their binding affinity value. This is MHC class I binding data. (1) The peptide sequence is VGLSPFLLA. The MHC is Patr-A0401 with pseudo-sequence Patr-A0401. The binding affinity (normalized) is 0. (2) The peptide sequence is TNAEFTFQL. The MHC is HLA-A68:02 with pseudo-sequence HLA-A68:02. The binding affinity (normalized) is 0.845.